Dataset: Forward reaction prediction with 1.9M reactions from USPTO patents (1976-2016). Task: Predict the product of the given reaction. (1) Given the reactants [CH:1]1([CH2:4][N:5]2[CH2:11][CH2:10][C:9]3[CH:12]=[CH:13][C:14]([OH:16])=[CH:15][C:8]=3[CH2:7][CH2:6]2)[CH2:3][CH2:2]1.O[CH2:18][CH:19]1[CH2:24][CH2:23][N:22]([C:25]([O:27][C:28]([CH3:31])([CH3:30])[CH3:29])=[O:26])[CH2:21][CH2:20]1.C1(P(C2C=CC=CC=2)C2C=CC=CC=2)C=CC=CC=1, predict the reaction product. The product is: [CH:1]1([CH2:4][N:5]2[CH2:11][CH2:10][C:9]3[CH:12]=[CH:13][C:14]([O:16][CH2:18][CH:19]4[CH2:24][CH2:23][N:22]([C:25]([O:27][C:28]([CH3:29])([CH3:31])[CH3:30])=[O:26])[CH2:21][CH2:20]4)=[CH:15][C:8]=3[CH2:7][CH2:6]2)[CH2:2][CH2:3]1. (2) Given the reactants [CH3:1][S-:2].[Na+].[Cl:4][C:5]1[CH:6]=[C:7]2[C:11](=[CH:12][CH:13]=1)[NH:10][C:9]([C:14]([NH:16][CH:17]1[CH2:26][C:25]3[C:20](=[CH:21][CH:22]=[CH:23][CH:24]=3)[N:19]([CH2:27][CH2:28]Cl)[C:18]1=[O:30])=[O:15])=[CH:8]2, predict the reaction product. The product is: [Cl:4][C:5]1[CH:6]=[C:7]2[C:11](=[CH:12][CH:13]=1)[NH:10][C:9]([C:14]([NH:16][CH:17]1[CH2:26][C:25]3[C:20](=[CH:21][CH:22]=[CH:23][CH:24]=3)[N:19]([CH2:27][CH2:28][S:2][CH3:1])[C:18]1=[O:30])=[O:15])=[CH:8]2. (3) Given the reactants [Cl:1][C:2]1[C:8]([Cl:9])=[CH:7][C:5]([NH2:6])=[C:4](I)[CH:3]=1.[CH2:11]([Si:13]([CH2:21][CH3:22])([CH2:19][CH3:20])[C:14]#[C:15][CH2:16][CH2:17][OH:18])[CH3:12].[Cl-].[Li+].C(=O)([O-])[O-].[Na+].[Na+], predict the reaction product. The product is: [Cl:1][C:2]1[CH:3]=[C:4]2[C:5](=[CH:7][C:8]=1[Cl:9])[NH:6][C:14]([Si:13]([CH2:19][CH3:20])([CH2:21][CH3:22])[CH2:11][CH3:12])=[C:15]2[CH2:16][CH2:17][OH:18]. (4) Given the reactants [N+](C1C=CC(C([O:10][C@H:11]([C@H:18]2[CH2:23][O:22][CH2:21][C:20](=[O:24])[NH:19]2)[C:12]2[CH:17]=[CH:16][CH:15]=[CH:14][CH:13]=2)=O)=CC=1)([O-])=O.ClCCl.C(=O)([O-])[O-].[K+].[K+], predict the reaction product. The product is: [OH:10][C@@H:11]([C:12]1[CH:13]=[CH:14][CH:15]=[CH:16][CH:17]=1)[C@@H:18]1[NH:19][C:20](=[O:24])[CH2:21][O:22][CH2:23]1. (5) Given the reactants [Cl:1][C:2]1[CH:3]=[C:4]([NH:9][C:10]2[C:19]3[C:14](=[CH:15][C:16]([O:25][CH3:26])=[C:17]([O:20][CH2:21][CH2:22][CH2:23]Cl)[CH:18]=3)[N:13]=[CH:12][N:11]=2)[CH:5]=[CH:6][C:7]=1[F:8].C([O-])([O-])=O.[K+].[K+].[CH3:33][N:34]1[CH2:39][CH2:38][CH2:37][CH:36]2[CH2:40][NH:41][CH2:42][CH:35]12, predict the reaction product. The product is: [Cl:1][C:2]1[CH:3]=[C:4]([NH:9][C:10]2[C:19]3[C:14](=[CH:15][C:16]([O:25][CH3:26])=[C:17]([O:20][CH2:21][CH2:22][CH2:23][N:41]4[CH2:40][CH:36]5[CH:35]([N:34]([CH3:33])[CH2:39][CH2:38][CH2:37]5)[CH2:42]4)[CH:18]=3)[N:13]=[CH:12][N:11]=2)[CH:5]=[CH:6][C:7]=1[F:8].